This data is from Forward reaction prediction with 1.9M reactions from USPTO patents (1976-2016). The task is: Predict the product of the given reaction. (1) Given the reactants [CH3:1][O:2][C:3]1[CH:23]=[CH:22][C:6]2[C:7]3[S:8][C:9]([C:19]([OH:21])=[O:20])=[CH:10][C:11]=3[C:12]3[CH:18]=[CH:17][CH:16]=[CH:15][C:13]=3[O:14][C:5]=2[CH:4]=1.C(=O)([O-])[O-].[K+].[K+].Cl.[CH3:31][N:32]([CH3:36])[CH2:33][CH2:34]Cl, predict the reaction product. The product is: [CH3:31][N:32]([CH3:36])[CH2:33][CH2:34][O:20][C:19]([C:9]1[S:8][C:7]2[C:6]3[CH:22]=[CH:23][C:3]([O:2][CH3:1])=[CH:4][C:5]=3[O:14][C:13]3[CH:15]=[CH:16][CH:17]=[CH:18][C:12]=3[C:11]=2[CH:10]=1)=[O:21]. (2) Given the reactants [F:1][C:2]1[C:3]([O:27][CH3:28])=[C:4]([CH2:12][CH2:13][CH:14]2[CH2:19][CH2:18][N:17]([C:20]([O:22][C:23]([CH3:26])([CH3:25])[CH3:24])=[O:21])[CH2:16][CH2:15]2)[C:5]2[O:9][CH2:8][C:7](=[O:10])[C:6]=2[CH:11]=1.[NH:29]1[C:37]2[C:32](=[CH:33][CH:34]=[CH:35][CH:36]=2)[C:31]([CH:38]=O)=[N:30]1.N1CCCCC1, predict the reaction product. The product is: [NH:29]1[C:37]2[C:32](=[CH:33][CH:34]=[CH:35][CH:36]=2)[C:31](/[CH:38]=[C:8]2\[O:9][C:5]3[C:4]([CH2:12][CH2:13][CH:14]4[CH2:15][CH2:16][N:17]([C:20]([O:22][C:23]([CH3:25])([CH3:24])[CH3:26])=[O:21])[CH2:18][CH2:19]4)=[C:3]([O:27][CH3:28])[C:2]([F:1])=[CH:11][C:6]=3[C:7]\2=[O:10])=[N:30]1.